This data is from Peptide-MHC class II binding affinity with 134,281 pairs from IEDB. The task is: Regression. Given a peptide amino acid sequence and an MHC pseudo amino acid sequence, predict their binding affinity value. This is MHC class II binding data. (1) The peptide sequence is KGVERLKRMAISGDD. The binding affinity (normalized) is 0.831. The MHC is DRB1_1101 with pseudo-sequence DRB1_1101. (2) The peptide sequence is IFIFRDSDDWLNKYS. The MHC is HLA-DQA10501-DQB10303 with pseudo-sequence HLA-DQA10501-DQB10303. The binding affinity (normalized) is 0.281. (3) The peptide sequence is AAASVPAADKFKTFE. The MHC is DRB1_0401 with pseudo-sequence DRB1_0401. The binding affinity (normalized) is 0.272. (4) The peptide sequence is TSAVGAPTGATTAAA. The MHC is HLA-DPA10201-DPB11401 with pseudo-sequence HLA-DPA10201-DPB11401. The binding affinity (normalized) is 0.0961. (5) The peptide sequence is GSDPKKLVLDIKYTR. The MHC is DRB1_0405 with pseudo-sequence DRB1_0405. The binding affinity (normalized) is 0.172. (6) The peptide sequence is PVNEALAAAGLVGVL. The MHC is DRB3_0301 with pseudo-sequence DRB3_0301. The binding affinity (normalized) is 0.511. (7) The peptide sequence is DTFRKLFRRYSNFLR. The MHC is DRB1_1501 with pseudo-sequence DRB1_1501. The binding affinity (normalized) is 0.936.